From a dataset of Full USPTO retrosynthesis dataset with 1.9M reactions from patents (1976-2016). Predict the reactants needed to synthesize the given product. Given the product [C:1]([O:5][C:6]([N:8]1[CH2:12][CH2:11][CH2:10][C@H:9]1[C:13](=[O:15])[NH:24][CH:18]1[CH2:17][CH2:16][CH2:21]1)=[O:7])([CH3:2])([CH3:3])[CH3:4], predict the reactants needed to synthesize it. The reactants are: [C:1]([O:5][C:6]([N:8]1[CH2:12][CH2:11][CH2:10][C@H:9]1[C:13]([OH:15])=O)=[O:7])([CH3:4])([CH3:3])[CH3:2].[CH:16]1[CH:21]=NC2N(O)N=[N:24][C:18]=2[CH:17]=1.C(Cl)CCl.C1(N)CCC1.